This data is from Full USPTO retrosynthesis dataset with 1.9M reactions from patents (1976-2016). The task is: Predict the reactants needed to synthesize the given product. (1) Given the product [Cl:1][C:2]1[CH:7]=[CH:6][C:5]([O:8][CH2:14][C:15]([O:17][CH2:18][CH3:19])=[O:16])=[C:4]([C:9]#[N:10])[CH:3]=1, predict the reactants needed to synthesize it. The reactants are: [Cl:1][C:2]1[CH:7]=[CH:6][C:5]([OH:8])=[C:4]([C:9]#[N:10])[CH:3]=1.[H-].[Na+].Br[CH2:14][C:15]([O:17][CH2:18][CH3:19])=[O:16].Cl. (2) Given the product [NH2:2][C:1](=[N:39][OH:40])[C:3]1[O:4][C:5]2[C:11]([C:12]3[CH:13]=[CH:14][C:15]([O:16][CH2:17][C:18]4[CH:19]=[C:20]([CH:31]=[CH:32][CH:33]=4)[C:21]([N:23]4[CH2:30][CH2:29][CH2:28][C@H:24]4[C:25]([OH:27])=[O:26])=[O:22])=[CH:34][CH:35]=3)=[CH:10][C:9]([F:36])=[C:8]([F:37])[C:6]=2[CH:7]=1, predict the reactants needed to synthesize it. The reactants are: [C:1]([C:3]1[O:4][C:5]2[C:11]([C:12]3[CH:35]=[CH:34][C:15]([O:16][CH2:17][C:18]4[CH:19]=[C:20]([CH:31]=[CH:32][CH:33]=4)[C:21]([N:23]4[CH2:30][CH2:29][CH2:28][C@H:24]4[C:25]([OH:27])=[O:26])=[O:22])=[CH:14][CH:13]=3)=[CH:10][C:9]([F:36])=[C:8]([F:37])[C:6]=2[CH:7]=1)#[N:2].Cl.[NH2:39][OH:40].C(N(CC)CC)C. (3) Given the product [C:7]([C:6]1[C:5]([CH3:9])=[C:4]([CH2:10][OH:11])[S:3][C:2]=1[NH:1][C:21]([NH:20][C:12](=[O:19])[C:13]1[CH:14]=[CH:15][CH:16]=[CH:17][CH:18]=1)=[S:22])#[N:8], predict the reactants needed to synthesize it. The reactants are: [NH2:1][C:2]1[S:3][C:4]([CH2:10][OH:11])=[C:5]([CH3:9])[C:6]=1[C:7]#[N:8].[C:12]([N:20]=[C:21]=[S:22])(=[O:19])[C:13]1[CH:18]=[CH:17][CH:16]=[CH:15][CH:14]=1.